From a dataset of Forward reaction prediction with 1.9M reactions from USPTO patents (1976-2016). Predict the product of the given reaction. (1) The product is: [Cl:11][C:6]1[N:5]=[CH:4][N:3]=[C:2]([NH:12][C:13]2[CH:18]=[CH:17][C:16]([S:19]([NH2:22])(=[O:20])=[O:21])=[CH:15][CH:14]=2)[C:7]=1[N+:8]([O-:10])=[O:9]. Given the reactants Cl[C:2]1[C:7]([N+:8]([O-:10])=[O:9])=[C:6]([Cl:11])[N:5]=[CH:4][N:3]=1.[NH2:12][C:13]1[CH:18]=[CH:17][C:16]([S:19]([NH2:22])(=[O:21])=[O:20])=[CH:15][CH:14]=1.C(N(CC)CC)C, predict the reaction product. (2) Given the reactants [C:1]([OH:7])(=O)/[C:2](=[CH:4]/[CH3:5])/[CH3:3].C(N(CC)CC)C.C(Cl)(=O)C(C)(C)C.[Cl-].[Li+].[CH:24]([C@@H:27]1[CH2:31][O:30][C:29](=[O:32])[NH:28]1)([CH3:26])[CH3:25], predict the reaction product. The product is: [CH:24]([C@@H:27]1[CH2:31][O:30][C:29](=[O:32])[N:28]1[C:1](=[O:7])/[C:2](/[CH3:3])=[CH:4]/[CH3:5])([CH3:26])[CH3:25]. (3) The product is: [C:1]([O:5][C:6]([N:8]1[C:12]2[CH:13]=[CH:14][C:15]([C:17]#[N:18])=[CH:16][C:11]=2[N:10]([CH:28]([C:27]([O:26][C:22]([CH3:25])([CH3:24])[CH3:23])=[O:36])[C:29]2[CH:34]=[CH:33][CH:32]=[CH:31][CH:30]=2)[C:9]1=[O:19])=[O:7])([CH3:4])([CH3:2])[CH3:3]. Given the reactants [C:1]([O:5][C:6]([N:8]1[C:12]2[CH:13]=[CH:14][C:15]([C:17]#[N:18])=[CH:16][C:11]=2[NH:10][C:9]1=[O:19])=[O:7])([CH3:4])([CH3:3])[CH3:2].[H-].[Na+].[C:22]([O:26][C:27](=[O:36])[CH:28](Br)[C:29]1[CH:34]=[CH:33][CH:32]=[CH:31][CH:30]=1)([CH3:25])([CH3:24])[CH3:23], predict the reaction product.